Dataset: Full USPTO retrosynthesis dataset with 1.9M reactions from patents (1976-2016). Task: Predict the reactants needed to synthesize the given product. (1) Given the product [CH:58]([OH:61])=[O:60].[CH:58]([OH:61])=[O:60].[Br:33][C:25]1[CH:24]=[C:23]([CH:28]=[C:27]([C:29]([F:31])([F:30])[F:32])[CH:26]=1)[C:22]([N:21]([CH3:35])[CH2:20][C@H:19]([C:36]1[CH:37]=[CH:38][C:39]([F:42])=[CH:40][CH:41]=1)[CH2:18][CH2:17][N:15]1[CH2:14][CH:13]([N:10]2[CH2:11][CH2:12][CH:7]([C:5]([N:1]([CH3:2])[CH3:4])=[O:6])[CH2:8][CH2:9]2)[CH2:16]1)=[O:34], predict the reactants needed to synthesize it. The reactants are: [N:1]1([C:5]([CH:7]2[CH2:12][CH2:11][N:10]([CH:13]3[CH2:16][N:15]([CH2:17][CH2:18][C@@H:19]([C:36]4[CH:41]=[CH:40][C:39]([F:42])=[CH:38][CH:37]=4)[CH2:20][N:21]([CH3:35])[C:22](=[O:34])[C:23]4[CH:28]=[C:27]([C:29]([F:32])([F:31])[F:30])[CH:26]=[C:25]([Br:33])[CH:24]=4)[CH2:14]3)[CH2:9][CH2:8]2)=[O:6])[CH2:4]C[CH2:2]1.N1CC(N2CCC(C(N(C)C)=O)CC2)C1.[C:58]([OH:61])(=[O:60])C. (2) Given the product [OH:1][C:2]1[C:11]2[CH:10]=[C:9]([N:12]3[CH2:17][CH2:16][CH2:15][CH2:14][CH2:13]3)[N:8]=[N:7][C:6]=2[N:5]([CH3:18])[C:4](=[O:19])[C:3]=1[C:20]([NH:22][CH2:23][C:24]([OH:26])=[O:25])=[O:21], predict the reactants needed to synthesize it. The reactants are: [OH:1][C:2]1[C:11]2[CH:10]=[C:9]([N:12]3[CH2:17][CH2:16][CH2:15][CH2:14][CH2:13]3)[N:8]=[N:7][C:6]=2[N:5]([CH3:18])[C:4](=[O:19])[C:3]=1[C:20]([NH:22][CH2:23][C:24]([O:26]C(C)(C)C)=[O:25])=[O:21].OC1C2C=C(N3CCCCC3)N=NC=2N(C)C(=O)C=1C(OC)=O.Cl.NCC(OC(C)(C)C)=O. (3) Given the product [Br:14][C:15]1[CH:23]=[C:22]2[NH:21][C:20](=[O:32])[C:19]3([CH:33]([C:34]4[CH:39]=[CH:38][CH:37]=[C:36]([Cl:40])[CH:35]=4)[CH2:8][C:7](=[O:9])[NH:6][CH:5]3[C:2](=[CH2:1])[CH2:3][CH3:4])[C:18]2=[CH:17][CH:16]=1.[CH3:24][O:25][CH:26]([Si:10]([CH3:11])([CH3:12])[CH3:13])[CH3:27], predict the reactants needed to synthesize it. The reactants are: [CH2:1]=[C:2]([CH:5]=[N:6][C:7]([O:9][Si:10]([CH3:13])([CH3:12])[CH3:11])=[CH2:8])[CH2:3][CH3:4].[Br:14][C:15]1[CH:23]=[C:22]2[C:18](/[C:19](=[CH:33]/[C:34]3[CH:39]=[CH:38][CH:37]=[C:36]([Cl:40])[CH:35]=3)/[C:20](=[O:32])[N:21]2[CH2:24][O:25][CH2:26][CH2:27][Si](C)(C)C)=[CH:17][CH:16]=1.CO. (4) Given the product [CH3:2][O:28][C:27](=[O:29])[CH2:26][C@H:23]1[C:22]2[CH:30]=[CH:31][C:19]([O:18][C@H:12]3[C:13]4[C:9](=[C:8]([Br:7])[CH:16]=[CH:15][C:14]=4[F:17])[CH2:10][CH2:11]3)=[CH:20][C:21]=2[O:25][CH2:24]1, predict the reactants needed to synthesize it. The reactants are: N1CCOC[CH2:2]1.[Br:7][C:8]1[CH:16]=[CH:15][C:14]([F:17])=[C:13]2[C:9]=1[CH2:10][CH2:11][C@H:12]2[O:18][C:19]1[CH:31]=[CH:30][C:22]2[C@H:23]([CH2:26][C:27]([OH:29])=[O:28])[CH2:24][O:25][C:21]=2[CH:20]=1.Cl. (5) Given the product [Br:1][C:2]1[CH:3]=[C:4]([C:9]([OH:11])=[O:10])[C:5]([Cl:14])=[N:6][CH:7]=1, predict the reactants needed to synthesize it. The reactants are: [Br:1][C:2]1[CH:3]=[C:4]([C:9]([OH:11])=[O:10])[C:5](O)=[N:6][CH:7]=1.S(Cl)([Cl:14])=O.